Dataset: Forward reaction prediction with 1.9M reactions from USPTO patents (1976-2016). Task: Predict the product of the given reaction. (1) Given the reactants Cl.[N:2]1[CH:7]=[CH:6][CH:5]=[CH:4][C:3]=1[C:8]1[CH2:9][CH2:10][NH:11][CH2:12][CH:13]=1.C=O.[CH3:16][O:17][C:18]1[CH:19]=[C:20]([CH:24]=[C:25]([O:27][CH3:28])[CH:26]=1)[C:21]([NH2:23])=[O:22].[C:29](=O)([O-])[O-].[K+].[K+], predict the reaction product. The product is: [N:2]1[CH:7]=[CH:6][CH:5]=[CH:4][C:3]=1[C:8]1[CH2:9][CH2:10][N:11]([CH2:29][NH:23][C:21](=[O:22])[C:20]2[CH:24]=[C:25]([O:27][CH3:28])[CH:26]=[C:18]([O:17][CH3:16])[CH:19]=2)[CH2:12][CH:13]=1. (2) Given the reactants Br[CH2:2][C:3]1[CH:12]=[CH:11][C:10]([O:13][CH3:14])=[CH:9][C:4]=1[C:5]([O:7][CH3:8])=[O:6].[Br:15][C:16]1[C:17]([CH3:23])=[C:18]([CH:20]=[CH:21][CH:22]=1)[NH2:19], predict the reaction product. The product is: [Br:15][C:16]1[C:17]([CH3:23])=[C:18]([NH:19][CH2:2][C:3]2[CH:12]=[CH:11][C:10]([O:13][CH3:14])=[CH:9][C:4]=2[C:5]([O:7][CH3:8])=[O:6])[CH:20]=[CH:21][CH:22]=1. (3) The product is: [CH3:20][O:19][C:15]1[CH:14]=[C:13]([C:11]2[N:1]=[C:2]3[CH:7]=[CH:6][C:5]([CH3:8])=[CH:4][N:3]3[CH:10]=2)[CH:18]=[CH:17][CH:16]=1. Given the reactants [NH2:1][C:2]1[CH:7]=[CH:6][C:5]([CH3:8])=[CH:4][N:3]=1.Br[CH2:10][C:11]([C:13]1[CH:18]=[CH:17][CH:16]=[C:15]([O:19][CH3:20])[CH:14]=1)=O.[OH-].[Na+], predict the reaction product.